Dataset: Catalyst prediction with 721,799 reactions and 888 catalyst types from USPTO. Task: Predict which catalyst facilitates the given reaction. (1) Reactant: [Cl:1][C:2]1[CH:3]=[C:4]([NH:16][C:17]2[C:26]3[C:21](=[CH:22][C:23](F)=[C:24]([N+:27]([O-:29])=[O:28])[CH:25]=3)[N:20]=[CH:19][N:18]=2)[CH:5]=[CH:6][C:7]=1[O:8][CH2:9][C:10]1[CH:15]=[CH:14][CH:13]=[CH:12][N:11]=1.C[Si](C)(C)[O-].[K+].[O:37]1[CH2:41][CH2:40][C@H:39]([OH:42])[CH2:38]1.O. Product: [Cl:1][C:2]1[CH:3]=[C:4]([NH:16][C:17]2[C:26]3[C:21](=[CH:22][C:23]([O:42][C@H:39]4[CH2:40][CH2:41][O:37][CH2:38]4)=[C:24]([N+:27]([O-:29])=[O:28])[CH:25]=3)[N:20]=[CH:19][N:18]=2)[CH:5]=[CH:6][C:7]=1[O:8][CH2:9][C:10]1[CH:15]=[CH:14][CH:13]=[CH:12][N:11]=1. The catalyst class is: 3. (2) The catalyst class is: 19. Product: [CH:16]([N:4]1[CH2:5][CH2:6][CH2:7][N:1]([C:8]([O:10][C:11]([CH3:14])([CH3:13])[CH3:12])=[O:9])[CH2:2][CH2:3]1)([CH3:17])[CH3:15]. Reactant: [N:1]1([C:8]([O:10][C:11]([CH3:14])([CH3:13])[CH3:12])=[O:9])[CH2:7][CH2:6][CH2:5][NH:4][CH2:3][CH2:2]1.[CH3:15][C:16](=O)[CH3:17]. (3) Reactant: [CH:1]([C:3]1[CH:8]=[CH:7][C:6]([O:9][C:10]2[CH:15]=[CH:14][C:13]([Cl:16])=[C:12]([C:17]([F:20])([F:19])[F:18])[CH:11]=2)=[C:5]([F:21])[CH:4]=1)=[CH2:2].B1C2CCCC1CCC2.[OH-:31].[Na+].OO. Product: [Cl:16][C:13]1[CH:14]=[CH:15][C:10]([O:9][C:6]2[CH:7]=[CH:8][C:3]([CH2:1][CH2:2][OH:31])=[CH:4][C:5]=2[F:21])=[CH:11][C:12]=1[C:17]([F:20])([F:18])[F:19]. The catalyst class is: 1. (4) The catalyst class is: 14. Product: [NH2:20][C:19]1[N:2]2[N:1]=[CH:5][CH:4]=[C:3]2[C:6]([C:7]#[N:8])=[C:9]([C:10]2[CH:11]=[CH:12][CH:13]=[CH:14][CH:15]=2)[C:16]=1[C:17]#[N:18]. Reactant: [NH:1]1[CH:5]=[CH:4][C:3]([CH2:6][C:7]#[N:8])=[N:2]1.[CH:9](=[C:16]([C:19]#[N:20])[C:17]#[N:18])[C:10]1[CH:15]=[CH:14][CH:13]=[CH:12][CH:11]=1.N1CCCCC1. (5) The catalyst class is: 37. Product: [F:18][C:6]1[CH:5]=[C:4]([C@@H:2]([NH:1][C:20]2[N:25]=[C:24]([N:26]3[C@@H:30]([CH:31]([CH3:32])[CH3:33])[CH2:29][O:28][C:27]3=[O:34])[CH:23]=[CH:22][N:21]=2)[CH3:3])[CH:9]=[CH:8][C:7]=1[C:10]([N:12]1[CH2:13][CH2:14][CH2:15][CH2:16][CH2:17]1)=[O:11]. Reactant: [NH2:1][C@H:2]([C:4]1[CH:9]=[CH:8][C:7]([C:10]([N:12]2[CH2:17][CH2:16][CH2:15][CH2:14][CH2:13]2)=[O:11])=[C:6]([F:18])[CH:5]=1)[CH3:3].Cl[C:20]1[N:25]=[C:24]([N:26]2[C@@H:30]([CH:31]([CH3:33])[CH3:32])[CH2:29][O:28][C:27]2=[O:34])[CH:23]=[CH:22][N:21]=1.CCN(C(C)C)C(C)C. (6) Reactant: [C:1]1([C:11]2[CH:23]=[C:14]3[NH:15][CH:16]=[C:17](C(O)=O)[C:18](=[O:19])[N:13]3[N:12]=2)[C:10]2[C:5](=[CH:6][CH:7]=[CH:8][CH:9]=2)[CH:4]=[CH:3][CH:2]=1.CS(C)=O.[Cl-].[Na+]. The catalyst class is: 6. Product: [C:1]1([C:11]2[CH:23]=[C:14]3[NH:15][CH:16]=[CH:17][C:18](=[O:19])[N:13]3[N:12]=2)[C:10]2[C:5](=[CH:6][CH:7]=[CH:8][CH:9]=2)[CH:4]=[CH:3][CH:2]=1. (7) Reactant: C(N(CC)CC)C.[CH3:8][N:9]1[C:17]2[C:12](=[CH:13][CH:14]=[CH:15][CH:16]=2)[C:11]([CH:18]=[O:19])=[N:10]1.[CH:20](=[N:27][C:28]1[CH:33]=[C:32]([O:34][CH3:35])[CH:31]=[C:30]([O:36][CH3:37])[CH:29]=1)[C:21]1[CH:26]=[CH:25][CH:24]=[CH:23][CH:22]=1. Product: [CH3:37][O:36][C:30]1[CH:29]=[C:28]([NH:27][CH:20]([C:21]2[CH:26]=[CH:25][CH:24]=[CH:23][CH:22]=2)[C:18]([C:11]2[C:12]3[C:17](=[CH:16][CH:15]=[CH:14][CH:13]=3)[N:9]([CH3:8])[N:10]=2)=[O:19])[CH:33]=[C:32]([O:34][CH3:35])[CH:31]=1. The catalyst class is: 433. (8) Reactant: Cl[C:2]1[CH:7]=[CH:6][N:5]2[N:8]=[CH:9][CH:10]=[C:4]2[N:3]=1.N#N.[CH3:13][N:14](C=O)C. Product: [N:8]1[N:5]2[CH:6]=[CH:7][C:2]([C:13]#[N:14])=[N:3][C:4]2=[CH:10][CH:9]=1. The catalyst class is: 380. (9) Reactant: [C:1]1([C:7]2[CH:12]=[C:11]([C:13]3[N:17]4[CH:18]=[CH:19][C:20]([C:22]5[CH:23]=[CH:24][C:25](=[O:28])[NH:26][CH:27]=5)=[CH:21][C:16]4=[N:15][CH:14]=3)[CH:10]=[CH:9][N:8]=2)[CH:6]=[CH:5][CH:4]=[CH:3][CH:2]=1.I[CH2:30][CH3:31].[I-].[Na+].C(=O)([O-])[O-].[Cs+].[Cs+]. Product: [CH2:30]([O:28][C:25]1[N:26]=[CH:27][C:22]([C:20]2[CH:19]=[CH:18][N:17]3[C:13]([C:11]4[CH:10]=[CH:9][N:8]=[C:7]([C:1]5[CH:2]=[CH:3][CH:4]=[CH:5][CH:6]=5)[CH:12]=4)=[CH:14][N:15]=[C:16]3[CH:21]=2)=[CH:23][CH:24]=1)[CH3:31]. The catalyst class is: 85. (10) Reactant: [N:1]1([CH:7]2[CH2:12][CH2:11][N:10]([C:13]([O:15][C:16]([CH3:19])([CH3:18])[CH3:17])=[O:14])[CH2:9][CH2:8]2)[CH2:6][CH2:5][NH:4][CH2:3][CH2:2]1.CCN(C(C)C)C(C)C.[Cl:29][C:30]1[CH:35]=[CH:34][C:33](/[CH:36]=[CH:37]/[C:38](O)=[O:39])=[C:32]([CH2:41][N:42]2[N:46]=[N:45][C:44]([CH3:47])=[N:43]2)[CH:31]=1.C(P1(=O)OP(CCC)(=O)OP(CCC)(=O)O1)CC.CCOC(C)=O. Product: [Cl:29][C:30]1[CH:35]=[CH:34][C:33](/[CH:36]=[CH:37]/[C:38]([N:4]2[CH2:3][CH2:2][N:1]([CH:7]3[CH2:12][CH2:11][N:10]([C:13]([O:15][C:16]([CH3:19])([CH3:18])[CH3:17])=[O:14])[CH2:9][CH2:8]3)[CH2:6][CH2:5]2)=[O:39])=[C:32]([CH2:41][N:42]2[N:46]=[N:45][C:44]([CH3:47])=[N:43]2)[CH:31]=1. The catalyst class is: 3.